This data is from NCI-60 drug combinations with 297,098 pairs across 59 cell lines. The task is: Regression. Given two drug SMILES strings and cell line genomic features, predict the synergy score measuring deviation from expected non-interaction effect. (1) Drug 1: CC1=C(C=C(C=C1)NC2=NC=CC(=N2)N(C)C3=CC4=NN(C(=C4C=C3)C)C)S(=O)(=O)N.Cl. Drug 2: C1CCC(CC1)NC(=O)N(CCCl)N=O. Cell line: MOLT-4. Synergy scores: CSS=42.7, Synergy_ZIP=0.155, Synergy_Bliss=-1.01, Synergy_Loewe=-1.26, Synergy_HSA=-0.345. (2) Drug 1: C1CCC(CC1)NC(=O)N(CCCl)N=O. Drug 2: C1C(C(OC1N2C=NC3=C2NC=NCC3O)CO)O. Cell line: RPMI-8226. Synergy scores: CSS=27.7, Synergy_ZIP=-0.645, Synergy_Bliss=1.38, Synergy_Loewe=-19.1, Synergy_HSA=0.989. (3) Drug 1: COCCOC1=C(C=C2C(=C1)C(=NC=N2)NC3=CC=CC(=C3)C#C)OCCOC.Cl. Drug 2: B(C(CC(C)C)NC(=O)C(CC1=CC=CC=C1)NC(=O)C2=NC=CN=C2)(O)O. Cell line: UACC-257. Synergy scores: CSS=64.7, Synergy_ZIP=12.6, Synergy_Bliss=13.2, Synergy_Loewe=-28.6, Synergy_HSA=12.4. (4) Drug 1: CC1=C(C(=CC=C1)Cl)NC(=O)C2=CN=C(S2)NC3=CC(=NC(=N3)C)N4CCN(CC4)CCO. Drug 2: C1=CC=C(C(=C1)C(C2=CC=C(C=C2)Cl)C(Cl)Cl)Cl. Cell line: NCI-H322M. Synergy scores: CSS=1.92, Synergy_ZIP=0.630, Synergy_Bliss=2.55, Synergy_Loewe=0.354, Synergy_HSA=0.883. (5) Drug 1: C#CCC(CC1=CN=C2C(=N1)C(=NC(=N2)N)N)C3=CC=C(C=C3)C(=O)NC(CCC(=O)O)C(=O)O. Drug 2: CCN(CC)CCCC(C)NC1=C2C=C(C=CC2=NC3=C1C=CC(=C3)Cl)OC. Cell line: SW-620. Synergy scores: CSS=21.1, Synergy_ZIP=-5.83, Synergy_Bliss=-5.89, Synergy_Loewe=-8.79, Synergy_HSA=-6.87. (6) Drug 1: C1=CC(=CC=C1CC(C(=O)O)N)N(CCCl)CCCl.Cl. Drug 2: C1CNP(=O)(OC1)N(CCCl)CCCl. Cell line: OVCAR-8. Synergy scores: CSS=9.84, Synergy_ZIP=-3.75, Synergy_Bliss=1.24, Synergy_Loewe=-15.6, Synergy_HSA=-1.37. (7) Drug 1: CC(C1=C(C=CC(=C1Cl)F)Cl)OC2=C(N=CC(=C2)C3=CN(N=C3)C4CCNCC4)N. Drug 2: CC1CCC2CC(C(=CC=CC=CC(CC(C(=O)C(C(C(=CC(C(=O)CC(OC(=O)C3CCCCN3C(=O)C(=O)C1(O2)O)C(C)CC4CCC(C(C4)OC)OCCO)C)C)O)OC)C)C)C)OC. Cell line: CAKI-1. Synergy scores: CSS=41.0, Synergy_ZIP=1.88, Synergy_Bliss=3.06, Synergy_Loewe=2.55, Synergy_HSA=9.06. (8) Drug 1: C1=CC(=CC=C1CCC2=CNC3=C2C(=O)NC(=N3)N)C(=O)NC(CCC(=O)O)C(=O)O. Drug 2: C1=NC2=C(N=C(N=C2N1C3C(C(C(O3)CO)O)F)Cl)N. Cell line: ACHN. Synergy scores: CSS=41.8, Synergy_ZIP=1.80, Synergy_Bliss=2.12, Synergy_Loewe=3.54, Synergy_HSA=6.41.